This data is from Peptide-MHC class II binding affinity with 134,281 pairs from IEDB. The task is: Regression. Given a peptide amino acid sequence and an MHC pseudo amino acid sequence, predict their binding affinity value. This is MHC class II binding data. (1) The binding affinity (normalized) is 0.112. The MHC is HLA-DPA10301-DPB10402 with pseudo-sequence HLA-DPA10301-DPB10402. The peptide sequence is EIKSTKPEASSGEPVVVHIT. (2) The peptide sequence is DIFTNSRGKRASKGN. The MHC is DRB1_0301 with pseudo-sequence DRB1_0301. The binding affinity (normalized) is 0.248. (3) The peptide sequence is AAGTYVAADAAAAST. The MHC is DRB3_0101 with pseudo-sequence DRB3_0101. The binding affinity (normalized) is 0.738. (4) The peptide sequence is GELQIIDKIDAAFKI. The MHC is DRB1_0802 with pseudo-sequence DRB1_0802. The binding affinity (normalized) is 0.456. (5) The peptide sequence is KEADYSQIPISINYR. The MHC is HLA-DPA10103-DPB10401 with pseudo-sequence HLA-DPA10103-DPB10401. The binding affinity (normalized) is 0.0906. (6) The peptide sequence is IQLKCSDSMPCKDIK. The MHC is DRB3_0101 with pseudo-sequence DRB3_0101. The binding affinity (normalized) is 0.370.